This data is from NCI-60 drug combinations with 297,098 pairs across 59 cell lines. The task is: Regression. Given two drug SMILES strings and cell line genomic features, predict the synergy score measuring deviation from expected non-interaction effect. Drug 1: C1=CN(C(=O)N=C1N)C2C(C(C(O2)CO)O)O.Cl. Drug 2: CS(=O)(=O)CCNCC1=CC=C(O1)C2=CC3=C(C=C2)N=CN=C3NC4=CC(=C(C=C4)OCC5=CC(=CC=C5)F)Cl. Cell line: MDA-MB-231. Synergy scores: CSS=17.7, Synergy_ZIP=-4.50, Synergy_Bliss=-0.187, Synergy_Loewe=-6.96, Synergy_HSA=2.13.